Dataset: Reaction yield outcomes from USPTO patents with 853,638 reactions. Task: Predict the reaction yield, written as a fraction of the theoretical maximum amount of product (1.0 means a 100% yield; for example, 0.34 means a 34% yield). (1) The reactants are [F:1][C:2]([F:31])([F:30])[S:3]([CH:6]([S:23]([C:26]([F:29])([F:28])[F:27])(=[O:25])=[O:24])[CH2:7][CH:8](S(C(F)(F)F)(=O)=O)S(C(F)(F)F)(=O)=O)(=[O:5])=[O:4].[C:32]1([C:38]2[CH:43]=[CH:42]C=[C:40]([C:44]3[CH:49]=[CH:48][CH:47]=[CH:46][CH:45]=3)[C:39]=2[OH:50])[CH:37]=[CH:36][CH:35]=[CH:34][CH:33]=1. The catalyst is C(#N)C. The product is [F:27][C:26]([F:28])([F:29])[S:23]([CH:6]([S:3]([C:2]([F:31])([F:30])[F:1])(=[O:5])=[O:4])[CH2:7][C:8]1[C:40]([C:44]2[CH:49]=[CH:48][CH:47]=[CH:46][CH:45]=2)=[C:39]([OH:50])[C:38]([C:32]2[CH:33]=[CH:34][CH:35]=[CH:36][CH:37]=2)=[CH:43][CH:42]=1)(=[O:24])=[O:25]. The yield is 0.970. (2) The yield is 1.00. The product is [CH2:1]([C:3]1[C:11]2[C:6](=[N:7][CH:8]=[C:9]([CH2:12][NH:13][CH:34]=[O:35])[N:10]=2)[N:5]([CH2:14][O:15][CH2:16][CH2:17][Si:18]([CH3:21])([CH3:20])[CH3:19])[C:4]=1[C:22]1[CH:23]=[CH:24][C:25]([C:28]2([CH3:33])[O:32][CH2:31][CH2:30][O:29]2)=[CH:26][CH:27]=1)[CH3:2]. The reactants are [CH2:1]([C:3]1[C:11]2[C:6](=[N:7][CH:8]=[C:9]([CH2:12][NH2:13])[N:10]=2)[N:5]([CH2:14][O:15][CH2:16][CH2:17][Si:18]([CH3:21])([CH3:20])[CH3:19])[C:4]=1[C:22]1[CH:27]=[CH:26][C:25]([C:28]2([CH3:33])[O:32][CH2:31][CH2:30][O:29]2)=[CH:24][CH:23]=1)[CH3:2].[CH:34](OCC)=[O:35]. No catalyst specified. (3) The reactants are [OH:1][CH2:2][C@H:3]([NH:16][C:17](=[O:23])[O:18][C:19]([CH3:22])([CH3:21])[CH3:20])[CH2:4][CH2:5][C:6]1[CH:11]=[CH:10][C:9]([C:12]([F:15])([F:14])[F:13])=[CH:8][CH:7]=1.[O-:24]I(=O)(=O)=O.[Na+].CC(O)C.Cl. The catalyst is CC(C)=O.O.[Ru]=O. The product is [C:19]([O:18][C:17]([NH:16][C@H:3]([CH2:4][CH2:5][C:6]1[CH:7]=[CH:8][C:9]([C:12]([F:15])([F:14])[F:13])=[CH:10][CH:11]=1)[C:2]([OH:24])=[O:1])=[O:23])([CH3:20])([CH3:22])[CH3:21]. The yield is 0.420. (4) The reactants are COC1C=CC(C[N:8]2[CH2:14][CH2:13][CH2:12][O:11][CH:10]([CH3:15])[CH2:9]2)=CC=1.[Cl:18]C(OC(Cl)C)=O.CO. The catalyst is ClCCCl. The product is [ClH:18].[CH3:15][CH:10]1[CH2:9][NH:8][CH2:14][CH2:13][CH2:12][O:11]1. The yield is 0.900. (5) The reactants are [CH3:1][C:2]1([CH3:9])[CH2:7][CH2:6][C:5](=[O:8])[CH:4]=[CH:3]1.[H][H]. The catalyst is [Pd].CCCCC. The product is [CH3:1][C:2]1([CH3:9])[CH2:7][CH2:6][C:5](=[O:8])[CH2:4][CH2:3]1. The yield is 0.980. (6) The reactants are Cl[C:2]1[N:12]=[C:11]2[C:5]([N:6]([CH3:20])[C:7](=[O:19])[CH2:8][CH2:9][N:10]2[CH:13]2[CH2:18][CH2:17][CH2:16][CH2:15][CH2:14]2)=[CH:4][N:3]=1.[NH2:21][C:22]1[C:37]([F:38])=[CH:36][C:25]([C:26]([NH:28][CH:29]2[CH2:34][CH2:33][N:32]([CH3:35])[CH2:31][CH2:30]2)=[O:27])=[C:24]([F:39])[CH:23]=1.C(=O)([O-])[O-].[Cs+].[Cs+].CC1(C)C2C(=C(P(C3C=CC=CC=3)C3C=CC=CC=3)C=CC=2)OC2C(P(C3C=CC=CC=3)C3C=CC=CC=3)=CC=CC1=2. The catalyst is [Pd+2].C(=CC(C=CC1C=CC=CC=1)=O)C1C=CC=CC=1.C(=CC(C=CC1C=CC=CC=1)=O)C1C=CC=CC=1.C(=CC(C=CC1C=CC=CC=1)=O)C1C=CC=CC=1.O1CCOCC1. The product is [CH:13]1([N:10]2[CH2:9][CH2:8][C:7](=[O:19])[N:6]([CH3:20])[C:5]3[C:11]2=[N:12][C:2]([NH:21][C:22]2[C:37]([F:38])=[CH:36][C:25]([C:26]([NH:28][CH:29]4[CH2:34][CH2:33][N:32]([CH3:35])[CH2:31][CH2:30]4)=[O:27])=[C:24]([F:39])[CH:23]=2)=[N:3][CH:4]=3)[CH2:18][CH2:17][CH2:16][CH2:15][CH2:14]1. The yield is 0.810.